From a dataset of Reaction yield outcomes from USPTO patents with 853,638 reactions. Predict the reaction yield, written as a fraction of the theoretical maximum amount of product (1.0 means a 100% yield; for example, 0.34 means a 34% yield). (1) The reactants are [CH3:1][C:2]1[CH:7]=[C:6]([CH3:8])[NH:5][C:4](=[O:9])[C:3]=1[CH2:10][NH:11][C:12]([C:14]1[C:15]([CH3:35])=[C:16]([CH:19]([CH:22]2[CH2:27][CH2:26][N:25](C(OC(C)(C)C)=O)[CH2:24][CH2:23]2)[CH2:20][CH3:21])[S:17][CH:18]=1)=[O:13].Cl.O1CCOCC1. The catalyst is CO. The product is [CH3:1][C:2]1[CH:7]=[C:6]([CH3:8])[NH:5][C:4](=[O:9])[C:3]=1[CH2:10][NH:11][C:12]([C:14]1[C:15]([CH3:35])=[C:16]([CH:19]([CH:22]2[CH2:23][CH2:24][NH:25][CH2:26][CH2:27]2)[CH2:20][CH3:21])[S:17][CH:18]=1)=[O:13]. The yield is 0.950. (2) The product is [Cl:22][C:23]1[C:24]([C:31]([NH2:30])=[O:32])=[N:25][CH:26]=[CH:27][C:28]=1[Cl:29]. The reactants are CC1(C)CCCC(C)(C)N1.[Li]CCCC.CCCCCC.[Cl:22][C:23]1[CH:24]=[N:25][CH:26]=[CH:27][C:28]=1[Cl:29].[N:30]([Si](C)(C)C)=[C:31]=[O:32].C(O)(=O)C. The yield is 0.539. The catalyst is C(OCC)C.O. (3) The yield is 0.480. The catalyst is C(Cl)Cl.CO. The product is [CH2:31]([NH:34][CH2:35][CH:36]([CH3:40])[CH2:37][CH:38]=[CH2:39])[CH:32]=[CH2:33]. The reactants are C(OC(=O)C(C)=CCC)C.CC(C[AlH]CC(C)C)C.CC(CC=C)C=O.C(N)C=C.[CH2:31]([N:34]=[CH:35][CH:36]([CH3:40])[CH2:37][CH:38]=[CH2:39])[CH:32]=[CH2:33].[BH4-].[Na+]. (4) The reactants are [F:1][C:2]1[CH:7]=[CH:6][C:5]([C:8]2[N:13]=[CH:12][N:11]=[C:10]([OH:14])[CH:9]=2)=[C:4]([N:15]2[CH:19]=[C:18]([C:20]([F:23])([F:22])[F:21])[N:17]=[N:16]2)[CH:3]=1.N[C@@H:25]1[C:41]2[CH:42]=[C:37]([CH:38]=[CH:39][N:40]=2)[C:36]2[N:35]([CH:43]([F:45])[F:44])[N:34]=[CH:33][C:32]=2[NH:31][C:30](=[O:46])[C@H:29]([CH3:47])[CH2:28][CH2:27][CH2:26]1.CN(C(ON1N=NC2C=CC=NC1=2)=[N+](C)C)C.F[P-](F)(F)(F)(F)F.C1CCN2C(=NCCC2)CC1. No catalyst specified. The product is [F:45][CH:43]([F:44])[N:35]1[N:34]=[CH:33][C:32]2[NH:31][C:30](=[O:46])[C@H:29]([CH3:47])[CH2:28][CH2:27][CH2:26][C@H:25]([N:11]3[C:10](=[O:14])[CH:9]=[C:8]([C:5]4[CH:6]=[CH:7][C:2]([F:1])=[CH:3][C:4]=4[N:15]4[CH:19]=[C:18]([C:20]([F:23])([F:21])[F:22])[N:17]=[N:16]4)[N:13]=[CH:12]3)[C:41]3[CH:42]=[C:37]([CH:38]=[CH:39][N:40]=3)[C:36]1=2. The yield is 0.0600. (5) The reactants are [OH:1][C:2]1[C:11]2[C:6](=[N:7][CH:8]=[CH:9][CH:10]=2)[N:5]([CH2:12][CH2:13][CH:14]([CH3:16])[CH3:15])[C:4](=[O:17])[C:3]=1[C:18]1[NH:23][C:22]2[CH:24]=[CH:25][C:26]([NH:28][S:29](=[O:42])(=[O:41])[NH:30]C(OCC3C=CC=CC=3)=O)=[CH:27][C:21]=2[S:20](=[O:44])(=[O:43])[N:19]=1. The catalyst is CO.[Pd]. The product is [OH:1][C:2]1[C:11]2[C:6](=[N:7][CH:8]=[CH:9][CH:10]=2)[N:5]([CH2:12][CH2:13][CH:14]([CH3:16])[CH3:15])[C:4](=[O:17])[C:3]=1[C:18]1[NH:23][C:22]2[CH:24]=[CH:25][C:26]([NH:28][S:29]([NH2:30])(=[O:42])=[O:41])=[CH:27][C:21]=2[S:20](=[O:43])(=[O:44])[N:19]=1. The yield is 0.780. (6) The reactants are [CH2:1]([NH2:6])[CH2:2][CH:3]([CH3:5])[CH3:4].[CH2:7]1[CH2:13][S:10](=[O:12])(=[O:11])[O:9][CH2:8]1.CC(C)=O. The catalyst is CC(=O)CC. The product is [CH2:1]([NH:6][CH2:8][CH2:7][CH2:13][S:10]([OH:12])(=[O:11])=[O:9])[CH2:2][CH:3]([CH3:5])[CH3:4]. The yield is 0.620.